This data is from Forward reaction prediction with 1.9M reactions from USPTO patents (1976-2016). The task is: Predict the product of the given reaction. (1) The product is: [Cl:9][C:6]1[CH:5]=[C:4]([N:10]2[CH:14]=[N:13][C:12]([C:15]([N:46]([CH3:45])[CH2:47][C:48]3[CH:53]=[CH:52][CH:51]=[C:50]([C:54]([F:55])([F:56])[F:57])[CH:49]=3)=[O:17])=[N:11]2)[CH:3]=[C:2]([Cl:1])[C:7]=1[OH:8]. Given the reactants [Cl:1][C:2]1[CH:3]=[C:4]([N:10]2[CH:14]=[N:13][C:12]([C:15]([OH:17])=O)=[N:11]2)[CH:5]=[C:6]([Cl:9])[C:7]=1[OH:8].C(N(CC)CC)C.Cl.CN(C)CCCN=C=NCC.OC1C=CC=C[N+]=1[O-].[CH3:45][NH:46][CH2:47][C:48]1[CH:53]=[CH:52][CH:51]=[C:50]([C:54]([F:57])([F:56])[F:55])[CH:49]=1, predict the reaction product. (2) Given the reactants F[C:2]1[N:10]=[C:9]2[C:5]([N:6]=[CH:7][N:8]2[CH:11]([CH3:13])[CH3:12])=[C:4]([NH:14][CH2:15][C:16]2[CH:17]=[N:18][CH:19]=[CH:20][CH:21]=2)[N:3]=1.CCN(C(C)C)C(C)C.[NH2:31][C@H:32]([CH2:36][CH3:37])[C@@H:33]([OH:35])[CH3:34], predict the reaction product. The product is: [CH:11]([N:8]1[CH:7]=[N:6][C:5]2[C:9]1=[N:10][C:2]([NH:31][C@H:32]([CH2:36][CH3:37])[C@@H:33]([OH:35])[CH3:34])=[N:3][C:4]=2[NH:14][CH2:15][C:16]1[CH:17]=[N:18][CH:19]=[CH:20][CH:21]=1)([CH3:13])[CH3:12]. (3) Given the reactants [F:1][C:2]1[CH:3]=[C:4]2[C:8](=[CH:9][CH:10]=1)[NH:7][C:6](=[O:11])[CH2:5]2.[C:12]1([S:18]([C:21]2[C:22]([CH2:29][CH2:30][C:31]([OH:33])=[O:32])=[C:23]([CH:27]=O)[NH:24][C:25]=2[CH3:26])(=[O:20])=[O:19])[CH:17]=[CH:16][CH:15]=[CH:14][CH:13]=1.CC(O/N=C(/C(NCC=O)=O)\C1N=C(N)SC=1)(C(O)=O)C.N1CCCCC1, predict the reaction product. The product is: [C:12]1([S:18]([C:21]2[C:22]([CH2:29][CH2:30][C:31]([OH:33])=[O:32])=[C:23](/[CH:27]=[C:5]3\[C:6](=[O:11])[NH:7][C:8]4[C:4]\3=[CH:3][C:2]([F:1])=[CH:10][CH:9]=4)[NH:24][C:25]=2[CH3:26])(=[O:19])=[O:20])[CH:13]=[CH:14][CH:15]=[CH:16][CH:17]=1. (4) Given the reactants [C:1]1([Mg]Br)[CH:6]=[CH:5][CH:4]=[CH:3][CH:2]=1.[CH2:9]([CH:11]1[O:13][CH2:12]1)[Cl:10].[NH4+].[Cl-], predict the reaction product. The product is: [Cl:10][CH2:9][CH:11]([OH:13])[CH2:12][C:1]1[CH:6]=[CH:5][CH:4]=[CH:3][CH:2]=1. (5) Given the reactants [OH:1][C:2]1[CH:9]=[CH:8][C:5]([CH:6]=[O:7])=[CH:4][CH:3]=1.[CH3:10][O:11][CH2:12]Cl.C(N(C(C)C)CC)(C)C.O, predict the reaction product. The product is: [CH3:10][O:11][CH2:12][O:1][C:2]1[CH:9]=[CH:8][C:5]([CH:6]=[O:7])=[CH:4][CH:3]=1. (6) Given the reactants [NH2:1][C:2]1[CH:7]=[CH:6][N:5]([C@@H:8]2[CH2:17][O:16][C@H:15]3[C@@H:10]([O:11]C(C4C=CC=CC=4)[O:13][CH2:14]3)[C@@H:9]2[F:24])[C:4](=[O:25])[N:3]=1, predict the reaction product. The product is: [NH2:1][C:2]1[CH:7]=[CH:6][N:5]([C@H:8]2[C@@H:9]([F:24])[C@H:10]([OH:11])[C@@H:15]([CH2:14][OH:13])[O:16][CH2:17]2)[C:4](=[O:25])[N:3]=1. (7) Given the reactants [NH2:1][C:2]1[C:3]2[N:4]([C:8]([CH:18]3[CH2:21][CH2:20][CH2:19]3)=[N:9][C:10]=2[C:11]2[CH:12]=[C:13]([OH:17])[CH:14]=[CH:15][CH:16]=2)[CH:5]=[CH:6][N:7]=1.C([O-])([O-])=O.[Cs+].[Cs+].[C:28]([C:30]1[CH:37]=[CH:36][CH:35]=[CH:34][C:31]=1[CH2:32]Br)#[N:29], predict the reaction product. The product is: [NH2:1][C:2]1[C:3]2[N:4]([C:8]([CH:18]3[CH2:21][CH2:20][CH2:19]3)=[N:9][C:10]=2[C:11]2[CH:12]=[C:13]([CH:14]=[CH:15][CH:16]=2)[O:17][CH2:32][C:31]2[CH:34]=[CH:35][CH:36]=[CH:37][C:30]=2[C:28]#[N:29])[CH:5]=[CH:6][N:7]=1. (8) Given the reactants [S:1]1[C:5]2=[CH:6][N:7]=[CH:8][CH:9]=[C:4]2[CH:3]=[CH:2]1.C([Li])CCC.[B:15](OC(C)C)([O:20]C(C)C)[O:16]C(C)C.Cl, predict the reaction product. The product is: [S:1]1[C:5]2=[CH:6][N:7]=[CH:8][CH:9]=[C:4]2[CH:3]=[C:2]1[B:15]([OH:20])[OH:16].